Dataset: Catalyst prediction with 721,799 reactions and 888 catalyst types from USPTO. Task: Predict which catalyst facilitates the given reaction. (1) Reactant: Br[C:2]1[CH:10]=[C:9]2[C:5]([CH2:6][O:7][C:8]2([CH3:12])[CH3:11])=[CH:4][CH:3]=1.[Li]CCCC.CCCCCC.CN([CH:27]=[O:28])C.Cl. Product: [CH3:11][C:8]1([CH3:12])[C:9]2[C:5](=[CH:4][CH:3]=[C:2]([CH:27]=[O:28])[CH:10]=2)[CH2:6][O:7]1. The catalyst class is: 1. (2) Reactant: [CH3:1][C:2]1[C:3]([N:9]2[CH2:14][CH2:13][N:12]([C:15]([C:17]3[CH:22]=[CH:21][C:20]([N:23]4[C@@H:27]([CH2:28][O:29][CH3:30])[CH2:26][CH2:25][C:24]4=[O:31])=[CH:19][C:18]=3[F:32])=[O:16])[CH2:11][CH2:10]2)=[N:4][CH:5]=[C:6]([CH3:8])[CH:7]=1.[ClH:33].C(OCC)(=O)C. Product: [ClH:33].[CH3:1][C:2]1[C:3]([N:9]2[CH2:10][CH2:11][N:12]([C:15]([C:17]3[CH:22]=[CH:21][C:20]([N:23]4[C@@H:27]([CH2:28][O:29][CH3:30])[CH2:26][CH2:25][C:24]4=[O:31])=[CH:19][C:18]=3[F:32])=[O:16])[CH2:13][CH2:14]2)=[N:4][CH:5]=[C:6]([CH3:8])[CH:7]=1. The catalyst class is: 13. (3) Reactant: [N:1]1([C:13]([O:15][CH2:16][C:17]2[CH:22]=[CH:21][CH:20]=[CH:19][CH:18]=2)=[O:14])[CH2:7][CH2:6][CH2:5][CH:4]([C:8]([O:10]CC)=[O:9])[CH2:3][CH2:2]1.[Li+].[OH-]. Product: [CH2:16]([O:15][C:13]([N:1]1[CH2:7][CH2:6][CH2:5][CH:4]([C:8]([OH:10])=[O:9])[CH2:3][CH2:2]1)=[O:14])[C:17]1[CH:18]=[CH:19][CH:20]=[CH:21][CH:22]=1. The catalyst class is: 20. (4) Reactant: Cl[C:2]1[CH:3]=[CH:4][C:5]2[C:6]3[N:23]=[C:22]([C:24]4[CH:29]=[CH:28][C:27]([O:30][CH3:31])=[C:26]([F:32])[CH:25]=4)[CH:21]=[C:20]([C:33]([O:35][CH3:36])=[O:34])[C:7]=3[N:8]([CH2:11][C:12]3[CH:17]=[CH:16][C:15]([O:18][CH3:19])=[CH:14][CH:13]=3)[C:9]=2[CH:10]=1.[CH3:37][N:38]1[CH2:44][CH2:43][CH2:42][NH:41][CH2:40][CH2:39]1.C1(C2C=CC=CC=2)C=CC=CC=1P(C(C)(C)C)C(C)(C)C. Product: [F:32][C:26]1[CH:25]=[C:24]([C:22]2[CH:21]=[C:20]([C:33]([O:35][CH3:36])=[O:34])[C:7]3[N:8]([CH2:11][C:12]4[CH:13]=[CH:14][C:15]([O:18][CH3:19])=[CH:16][CH:17]=4)[C:9]4[CH:10]=[C:2]([N:41]5[CH2:42][CH2:43][CH2:44][N:38]([CH3:37])[CH2:39][CH2:40]5)[CH:3]=[CH:4][C:5]=4[C:6]=3[N:23]=2)[CH:29]=[CH:28][C:27]=1[O:30][CH3:31]. The catalyst class is: 318.